From a dataset of Forward reaction prediction with 1.9M reactions from USPTO patents (1976-2016). Predict the product of the given reaction. (1) Given the reactants [C:1]([N:4]1[C:12]2[C:7](=[CH:8][CH:9]=[CH:10][CH:11]=2)[CH2:6][CH2:5]1)(=[O:3])[CH3:2].[Cl:13][CH2:14][CH2:15][CH2:16][CH2:17][C:18](Cl)=[O:19], predict the reaction product. The product is: [C:1]([N:4]1[C:12]2[C:7](=[CH:8][C:9]([C:18](=[O:19])[CH2:17][CH2:16][CH2:15][CH2:14][Cl:13])=[CH:10][CH:11]=2)[CH2:6][CH2:5]1)(=[O:3])[CH3:2]. (2) The product is: [ClH:81].[ClH:81].[CH2:1]([O:8][C:9]1[C:10]([NH:16][C:17]2[S:18][CH:19]=[C:20]([CH3:22])[N:21]=2)=[N:11][CH:12]=[C:13]([S:80][C:76]2[N:75]([CH3:74])[CH:79]=[CH:78][N:77]=2)[CH:14]=1)[C:2]1[CH:7]=[CH:6][CH:5]=[CH:4][CH:3]=1. Given the reactants [CH2:1]([O:8][C:9]1[C:10]([NH:16][C:17]2[S:18][CH:19]=[C:20]([CH3:22])[N:21]=2)=[N:11][CH:12]=[C:13](Br)[CH:14]=1)[C:2]1[CH:7]=[CH:6][CH:5]=[CH:4][CH:3]=1.C1(P(C2C=CC=CC=2)C2C3OC4C(=CC=CC=4P(C4C=CC=CC=4)C4C=CC=CC=4)C(C)(C)C=3C=CC=2)C=CC=CC=1.C(N(C(C)C)C(C)C)C.[CH3:74][N:75]1[CH:79]=[CH:78][N:77]=[C:76]1[SH:80].[ClH:81], predict the reaction product. (3) Given the reactants [CH2:1]([S:3]([C:6]1[CH:11]=[CH:10][C:9]([N+:12]([O-])=O)=[CH:8][C:7]=1[C@H:15]1[C@@H:19]([C:20]([O:22][CH2:23][CH3:24])=[O:21])[CH2:18][CH2:17][N:16]1[C:25]([O:27][C:28]([CH3:31])([CH3:30])[CH3:29])=[O:26])(=[O:5])=[O:4])[CH3:2].[H][H], predict the reaction product. The product is: [NH2:12][C:9]1[CH:10]=[CH:11][C:6]([S:3]([CH2:1][CH3:2])(=[O:5])=[O:4])=[C:7]([C@H:15]2[C@@H:19]([C:20]([O:22][CH2:23][CH3:24])=[O:21])[CH2:18][CH2:17][N:16]2[C:25]([O:27][C:28]([CH3:30])([CH3:31])[CH3:29])=[O:26])[CH:8]=1. (4) Given the reactants Cl[C:2]1[C:11]2[CH2:10][CH2:9][CH2:8][CH:7]([OH:12])[C:6]=2[N:5]=[C:4]([CH3:13])[CH:3]=1.[NH:14]1[CH2:18][CH2:17][CH2:16][C:15]1=O.[OH-].[Na+], predict the reaction product. The product is: [CH3:13][C:4]1[CH:3]=[C:2]([N:14]2[CH2:18][CH2:17][CH2:16][CH2:15]2)[C:11]2[CH2:10][CH2:9][CH2:8][CH:7]([OH:12])[C:6]=2[N:5]=1. (5) The product is: [CH2:7]([CH2:9][C:15](=[O:16])[CH2:17][CH2:19][C:20]1[CH:25]=[CH:24][C:23]([CH:26]([CH3:31])[C:27]([OH:29])=[O:28])=[C:22]([F:32])[CH:21]=1)[CH3:8]. Given the reactants C(=O)([O-])[O-].[K+].[K+].[CH2:7]([CH:9]([C:15]([CH3:17])=[O:16])C(OCC)=O)[CH3:8].Br[CH2:19][C:20]1[CH:25]=[CH:24][C:23]([CH:26]([CH3:31])[C:27]([O:29]C)=[O:28])=[C:22]([F:32])[CH:21]=1, predict the reaction product. (6) Given the reactants B(O)O.Cl[C:5]1[C:10]([Cl:11])=[CH:9][CH:8]=[CH:7][N:6]=1.C(=O)([O-])[O-].[K+].[K+].O.[C:19](#[N:21])[CH3:20], predict the reaction product. The product is: [Cl:11][C:10]1[C:5]([C:20]2[CH:19]=[N:21][C:9]([CH3:10])=[CH:8][CH:7]=2)=[N:6][CH:7]=[CH:8][CH:9]=1. (7) The product is: [OH:30][C:29]1[C:8]([NH:7][C:4]([CH:1]2[CH2:3][CH2:2]2)=[O:5])=[CH:9][C:10]2[C@@:17]3([CH3:21])[C:18]([CH3:20])([CH3:19])[C@H:13]([N:14]([C:22](=[O:27])[C:23]([F:26])([F:24])[F:25])[CH2:15][CH2:16]3)[CH2:12][C:11]=2[CH:28]=1. Given the reactants [CH:1]1([C:4](Cl)=[O:5])[CH2:3][CH2:2]1.[NH2:7][C:8]1[C:29]([OH:30])=[CH:28][C:11]2[CH2:12][C@@H:13]3[C:18]([CH3:20])([CH3:19])[C@:17]([CH3:21])([C:10]=2[CH:9]=1)[CH2:16][CH2:15][N:14]3[C:22](=[O:27])[C:23]([F:26])([F:25])[F:24].C(N(CC)CC)C.N, predict the reaction product. (8) The product is: [F:32][C:33]([F:44])([F:43])[C:34]([N:22]1[CH2:21][CH:20]=[C:19]([C:12]2[C:13]3[C:18](=[CH:17][CH:16]=[CH:15][CH:14]=3)[N:10]([C:7]3[CH:8]=[CH:9][C:4]([N+:1]([O-:3])=[O:2])=[CH:5][CH:6]=3)[CH:11]=2)[CH2:24][CH2:23]1)=[O:35]. Given the reactants [N+:1]([C:4]1[CH:9]=[CH:8][C:7]([N:10]2[C:18]3[C:13](=[CH:14][CH:15]=[CH:16][CH:17]=3)[C:12]([C:19]3[CH2:20][CH2:21][NH:22][CH2:23][CH:24]=3)=[CH:11]2)=[CH:6][CH:5]=1)([O-:3])=[O:2].C(N(CC)CC)C.[F:32][C:33]([F:44])([F:43])[C:34](O[C:34](=[O:35])[C:33]([F:44])([F:43])[F:32])=[O:35], predict the reaction product. (9) Given the reactants [CH2:1]([O:8][C:9]1[CH:18]=[CH:17][CH:16]=[C:15]2[C:10]=1[CH2:11][CH2:12][CH2:13][CH:14]2[C:19]([N:21]([C:28]1[CH:33]=[CH:32][C:31]([CH:34]([CH3:36])[CH3:35])=[CH:30][CH:29]=1)[CH2:22][C:23]1[CH:24]=[N:25][NH:26][CH:27]=1)=[O:20])[C:2]1[CH:7]=[CH:6][CH:5]=[CH:4][CH:3]=1.Cl.Cl[CH2:39][C:40]1[CH:45]=[CH:44][CH:43]=[CH:42][N:41]=1.[OH-].[Na+], predict the reaction product. The product is: [CH2:1]([O:8][C:9]1[CH:18]=[CH:17][CH:16]=[C:15]2[C:10]=1[CH2:11][CH2:12][CH2:13][CH:14]2[C:19]([N:21]([C:28]1[CH:29]=[CH:30][C:31]([CH:34]([CH3:36])[CH3:35])=[CH:32][CH:33]=1)[CH2:22][C:23]1[CH:27]=[N:26][N:25]([CH2:39][C:40]2[CH:45]=[CH:44][CH:43]=[CH:42][N:41]=2)[CH:24]=1)=[O:20])[C:2]1[CH:3]=[CH:4][CH:5]=[CH:6][CH:7]=1. (10) Given the reactants CC(C)([O-])C.[Na+].Cl[C:8]1[C:13]([CH2:14][NH:15][CH2:16][CH:17]([C:19]2[CH:24]=[C:23]([CH3:25])[CH:22]=[CH:21][N:20]=2)[OH:18])=[CH:12][CH:11]=[C:10]([Cl:26])[N:9]=1.O, predict the reaction product. The product is: [NH3:9].[Cl:26][C:10]1[CH:11]=[CH:12][C:13]2[CH2:14][NH:15][CH2:16][CH:17]([C:19]3[CH:24]=[C:23]([CH3:25])[CH:22]=[CH:21][N:20]=3)[O:18][C:8]=2[N:9]=1.